From a dataset of Catalyst prediction with 721,799 reactions and 888 catalyst types from USPTO. Predict which catalyst facilitates the given reaction. (1) Reactant: [CH3:1][O:2][C:3]1[CH:4]=[C:5]2[C:10](=[CH:11][C:12]=1[O:13][CH3:14])[N:9]=[CH:8][CH:7]=[C:6]2[O:15][C:16]1[CH:22]=[CH:21][C:19]([NH2:20])=[C:18]([CH3:23])[C:17]=1[CH3:24].[CH2:25](N(CC)CC)C.[C:32](Cl)(Cl)=[S:33].[NH2:36][CH2:37][CH2:38][CH2:39][N:40]1[CH2:44][CH2:43][CH2:42][CH2:41]1. Product: [CH3:1][O:2][C:3]1[CH:4]=[C:5]2[C:10](=[CH:11][C:12]=1[O:13][CH3:14])[N:9]=[CH:8][CH:7]=[C:6]2[O:15][C:16]1[CH:22]=[CH:21][C:19]([NH:20][C:32]([NH:36][CH2:37][CH2:38][CH2:39][N:40]2[CH2:44][CH2:43][CH2:42][CH2:41][CH2:25]2)=[S:33])=[C:18]([CH3:23])[C:17]=1[CH3:24]. The catalyst class is: 42. (2) Reactant: [CH2:1]([O:8][C:9](=[O:33])[NH:10][C:11]1[C:20]([Br:21])=[C:19]2[C:14]([C:15](=[O:32])[C:16]([C:25]3[CH:30]=[CH:29][C:28]([Cl:31])=[CH:27][CH:26]=3)=[C:17]([CH:22]([CH3:24])[CH3:23])[O:18]2)=[CH:13][CH:12]=1)[C:2]1[CH:7]=[CH:6][CH:5]=[CH:4][CH:3]=1.C(=O)([O-])[O-].[Cs+].[Cs+].[CH2:40](Br)[CH:41]=[CH2:42]. Product: [CH2:1]([O:8][C:9](=[O:33])[N:10]([CH2:42][CH:41]=[CH2:40])[C:11]1[C:20]([Br:21])=[C:19]2[C:14]([C:15](=[O:32])[C:16]([C:25]3[CH:30]=[CH:29][C:28]([Cl:31])=[CH:27][CH:26]=3)=[C:17]([CH:22]([CH3:24])[CH3:23])[O:18]2)=[CH:13][CH:12]=1)[C:2]1[CH:7]=[CH:6][CH:5]=[CH:4][CH:3]=1. The catalyst class is: 35. (3) Reactant: [CH3:1][N:2]1[C@@H:19]2[CH2:20][C:7]3[CH:8]=[CH:9][C:10]([O:21][CH3:22])=[C:11]4[O:12][C@H:13]5[C:14]([CH2:16][CH2:17][C@@H:18]2[C@:5]5([C:6]=34)[CH2:4][CH2:3]1)=[O:15].C(O)(C(O)=O)C(O)C(O)=O.[OH-].[Na+]. Product: [CH3:1][N:2]1[C@@H:19]2[CH2:20][C:7]3[CH:8]=[CH:9][C:10]([O:21][CH3:22])=[C:11]4[O:12][C@H:13]5[C:14]([CH2:16][CH2:17][C@@H:18]2[C@:5]5([C:6]=34)[CH2:4][CH2:3]1)=[O:15]. The catalyst class is: 6. (4) Reactant: [NH2:1][C:2]1[CH:7]=[CH:6][CH:5]=[CH:4][CH:3]=1.C[Si]([N-][Si](C)(C)C)(C)C.[Li+].Cl[C:19]1[N:27]=[C:26]([Cl:28])[CH:25]=[CH:24][C:20]=1[C:21]([OH:23])=[O:22].Cl. Product: [Cl:28][C:26]1[CH:25]=[CH:24][C:20]([C:21]([OH:23])=[O:22])=[C:19]([NH:1][C:2]2[CH:7]=[CH:6][CH:5]=[CH:4][CH:3]=2)[N:27]=1. The catalyst class is: 20.